From a dataset of Forward reaction prediction with 1.9M reactions from USPTO patents (1976-2016). Predict the product of the given reaction. Given the reactants C1(C2N=CN([C:18]3[N:26]=[CH:25][N:24]=[C:23]4[C:19]=3[NH:20][CH:21]=[N:22]4)C=2C2C=CC=CC=2)C=CC=CC=1.ClC1N=C2C(N=CN2[C@@H]2O[C@H](COC(C3C=CC(C)=CC=3)=O)[C@@H](OC(C3C=CC(C)=CC=3)=O)C2)=C(N2C=CN=C2C(C)C)N=1, predict the reaction product. The product is: [N:26]1[CH:18]=[C:19]2[C:23]([N:22]=[CH:21][NH:20]2)=[N:24][CH:25]=1.